This data is from Retrosynthesis with 50K atom-mapped reactions and 10 reaction types from USPTO. The task is: Predict the reactants needed to synthesize the given product. Given the product O=C(NCc1ccccc1C(F)(F)F)c1cccc(-c2cc(Nc3ccc(OC(F)(F)F)cc3)ncn2)c1, predict the reactants needed to synthesize it. The reactants are: NCc1ccccc1C(F)(F)F.O=C(O)c1cccc(-c2cc(Nc3ccc(OC(F)(F)F)cc3)ncn2)c1.